Dataset: Reaction yield outcomes from USPTO patents with 853,638 reactions. Task: Predict the reaction yield, written as a fraction of the theoretical maximum amount of product (1.0 means a 100% yield; for example, 0.34 means a 34% yield). (1) The reactants are Br[C:2]1[C:3]2[N:4]([CH:18]=[CH:19][N:20]=2)[N:5]=[C:6]([C:8]2[CH:17]=[CH:16][C:11]([C:12]([O:14][CH3:15])=[O:13])=[CH:10][CH:9]=2)[CH:7]=1.[CH3:21][CH:22]1[CH2:26][CH2:25][CH2:24][N:23]1[C:27]1[N:32]=[C:31]([NH2:33])[CH:30]=[CH:29][CH:28]=1.C1C=CC(P(C2C(C3C(P(C4C=CC=CC=4)C4C=CC=CC=4)=CC=C4C=3C=CC=C4)=C3C(C=CC=C3)=CC=2)C2C=CC=CC=2)=CC=1.C([O-])([O-])=O.[Cs+].[Cs+]. The catalyst is C1C=CC(/C=C/C(/C=C/C2C=CC=CC=2)=O)=CC=1.C1C=CC(/C=C/C(/C=C/C2C=CC=CC=2)=O)=CC=1.C1C=CC(/C=C/C(/C=C/C2C=CC=CC=2)=O)=CC=1.[Pd].[Pd].O1CCOCC1. The product is [CH3:21][CH:22]1[CH2:26][CH2:25][CH2:24][N:23]1[C:27]1[N:32]=[C:31]([NH:33][C:2]2[C:3]3[N:4]([CH:18]=[CH:19][N:20]=3)[N:5]=[C:6]([C:8]3[CH:17]=[CH:16][C:11]([C:12]([O:14][CH3:15])=[O:13])=[CH:10][CH:9]=3)[CH:7]=2)[CH:30]=[CH:29][CH:28]=1. The yield is 0.450. (2) The reactants are [CH3:1][S:2][C:3]1[CH:8]=[CH:7][C:6](B(O)O)=[CH:5][CH:4]=1.P([O-])([O-])([O-])=O.[K+].[K+].[K+].C([O:22][C:23]([C:25]1[CH:26]=[N:27][N:28]2[C:33]([CH:34]3[CH2:39][CH2:38][CH2:37][CH2:36][CH2:35]3)=[C:32](Br)[CH:31]=[N:30][C:29]=12)=[O:24])C.[Li+].[OH-].Cl. The catalyst is [Pd].O1CCOCC1.O1CCCC1.C(OCC)(=O)C. The product is [CH:34]1([C:33]2[N:28]3[N:27]=[CH:26][C:25]([C:23]([OH:24])=[O:22])=[C:29]3[N:30]=[CH:31][C:32]=2[C:6]2[CH:7]=[CH:8][C:3]([S:2][CH3:1])=[CH:4][CH:5]=2)[CH2:35][CH2:36][CH2:37][CH2:38][CH2:39]1. The yield is 0.560.